From a dataset of Reaction yield outcomes from USPTO patents with 853,638 reactions. Predict the reaction yield, written as a fraction of the theoretical maximum amount of product (1.0 means a 100% yield; for example, 0.34 means a 34% yield). The reactants are [CH:1]([O:4][CH2:5][CH2:6][N:7]1[CH:11]=[CH:10][C:9]([N+:12]([O-])=O)=[N:8]1)([CH3:3])[CH3:2].[H][H]. The catalyst is [Pd].C(O)C. The product is [CH:1]([O:4][CH2:5][CH2:6][N:7]1[CH:11]=[CH:10][C:9]([NH2:12])=[N:8]1)([CH3:3])[CH3:2]. The yield is 0.990.